From a dataset of Peptide-MHC class I binding affinity with 185,985 pairs from IEDB/IMGT. Regression. Given a peptide amino acid sequence and an MHC pseudo amino acid sequence, predict their binding affinity value. This is MHC class I binding data. (1) The peptide sequence is YIALGRARV. The MHC is HLA-B27:05 with pseudo-sequence HLA-B27:05. The binding affinity (normalized) is 0.0847. (2) The peptide sequence is IVRTNRNEL. The MHC is HLA-A02:06 with pseudo-sequence HLA-A02:06. The binding affinity (normalized) is 0.364. (3) The peptide sequence is EVKTCTWPK. The MHC is HLA-A30:01 with pseudo-sequence HLA-A30:01. The binding affinity (normalized) is 0.155. (4) The peptide sequence is RQFEKDRSF. The MHC is HLA-B15:03 with pseudo-sequence HLA-B15:03. The binding affinity (normalized) is 1.00. (5) The peptide sequence is VNQIIEEMIK. The MHC is Mamu-B8301 with pseudo-sequence Mamu-B8301. The binding affinity (normalized) is 1.00. (6) The peptide sequence is AMQKESDDY. The MHC is HLA-A29:02 with pseudo-sequence HLA-A29:02. The binding affinity (normalized) is 0.108. (7) The peptide sequence is SSKMFNYFK. The MHC is HLA-B35:01 with pseudo-sequence HLA-B35:01. The binding affinity (normalized) is 0.0847.